From a dataset of hERG potassium channel inhibition data for cardiac toxicity prediction from Karim et al.. Regression/Classification. Given a drug SMILES string, predict its toxicity properties. Task type varies by dataset: regression for continuous values (e.g., LD50, hERG inhibition percentage) or binary classification for toxic/non-toxic outcomes (e.g., AMES mutagenicity, cardiotoxicity, hepatotoxicity). Dataset: herg_karim. (1) The molecule is COc1ccc2cc(-c3cc(-c4cc(Cl)ccc4Cl)nn3[C@@H](C)c3ccc(C(=O)NCCC(=O)O)cc3)ccc2c1. The result is 1 (blocker). (2) The molecule is Cc1nc(C)c(-c2nnc(SCCCN3CCC4(CCc5ccc(Cl)cc54)C3)n2C)s1. The result is 1 (blocker). (3) The molecule is CC(C)Oc1cc(-n2cnc3ccc(N[C@@H](C)c4ccc(F)cn4)nc32)n[nH]1. The result is 0 (non-blocker). (4) The compound is CNC(=O)c1ccc(Oc2ccc(S(=O)(=O)[C@@]3(C(=O)NO)CCC4(CCNCC4)C3)cc2)cc1. The result is 0 (non-blocker).